Task: Predict which catalyst facilitates the given reaction.. Dataset: Catalyst prediction with 721,799 reactions and 888 catalyst types from USPTO (1) Product: [NH:29]1[CH2:30][CH:27]([N:20]2[C:21]3[C:26](=[CH:25][CH:24]=[CH:23][CH:22]=3)[CH:18]([CH2:17][CH2:16][CH2:15][CH2:14][CH2:13][CH2:12][NH:11][C:9]([NH:8][CH2:7][C:3]3[CH:2]=[N:1][CH:6]=[CH:5][CH:4]=3)=[O:10])[CH2:19]2)[CH2:28]1. The catalyst class is: 2. Reactant: [N:1]1[CH:6]=[CH:5][CH:4]=[C:3]([CH2:7][NH:8][C:9]([NH:11][CH2:12][CH2:13][CH2:14][CH2:15][CH2:16][CH2:17][CH:18]2[C:26]3[C:21](=[CH:22][CH:23]=[CH:24][CH:25]=3)[N:20]([CH:27]3[CH2:30][N:29](C(OC(C)(C)C)=O)[CH2:28]3)[CH2:19]2)=[O:10])[CH:2]=1.Cl. (2) Reactant: CS(C)=O.[H-].[Na+].[Cl:7][C:8]1[S:12][C:11]([C:13]([NH:15][CH2:16][C@@H:17]2[O:21][C:20](=[O:22])[N:19]([C:23]3[CH:28]=[CH:27][C:26]([NH:29][C:30](=[O:36])[CH2:31][CH2:32][CH2:33][CH2:34]Cl)=[CH:25][CH:24]=3)[CH2:18]2)=[O:14])=[CH:10][CH:9]=1. Product: [Cl:7][C:8]1[S:12][C:11]([C:13]([NH:15][CH2:16][C@@H:17]2[O:21][C:20](=[O:22])[N:19]([C:23]3[CH:28]=[CH:27][C:26]([N:29]4[CH2:34][CH2:33][CH2:32][CH2:31][C:30]4=[O:36])=[CH:25][CH:24]=3)[CH2:18]2)=[O:14])=[CH:10][CH:9]=1. The catalyst class is: 2.